This data is from Catalyst prediction with 721,799 reactions and 888 catalyst types from USPTO. The task is: Predict which catalyst facilitates the given reaction. (1) Reactant: O.[C:2]1([S:16]([OH:19])(=[O:18])=[O:17])[C:11]2[CH:10]=[CH:9][CH:8]=[C:7]([S:12]([OH:15])(=[O:14])=[O:13])[C:6]=2[CH:5]=[CH:4][CH:3]=1.[Cl:20][C:21]1[CH:26]=[CH:25][CH:24]=[CH:23][C:22]=1[C@H:27]([N:32]1[CH2:37][CH2:36][C:35]2[S:38][CH:39]=[CH:40][C:34]=2[CH2:33]1)[C:28]([O:30][CH3:31])=[O:29]. Product: [C:2]1([S:16]([OH:19])(=[O:18])=[O:17])[C:11]2[CH:10]=[CH:9][CH:8]=[C:7]([S:12]([OH:15])(=[O:14])=[O:13])[C:6]=2[CH:5]=[CH:4][CH:3]=1.[Cl:20][C:21]1[CH:26]=[CH:25][CH:24]=[CH:23][C:22]=1[C@H:27]([N:32]1[CH2:37][CH2:36][C:35]2[S:38][CH:39]=[CH:40][C:34]=2[CH2:33]1)[C:28]([O:30][CH3:31])=[O:29]. The catalyst class is: 10. (2) Reactant: Br[C:2]1[CH:11]=[CH:10][CH:9]=[C:8]2[C:3]=1[CH2:4][CH2:5][N:6]1[C:16](=[O:17])[CH2:15][N:14]=[C:13]([N:18]3[CH:22]=[N:21][C:20]([CH:23]4[CH2:25][CH2:24]4)=[N:19]3)[CH:12]=[C:7]12.[F:26][C:27]1[N:32]=[CH:31][C:30](B(O)O)=[CH:29][CH:28]=1.C([O-])([O-])=O.[Na+].[Na+].COCCOC. Product: [CH:23]1([C:20]2[N:21]=[CH:22][N:18]([C:13]3[CH:12]=[C:7]4[C:8]5[C:3]([CH2:4][CH2:5][N:6]4[C:16](=[O:17])[CH2:15][N:14]=3)=[C:2]([C:30]3[CH:31]=[N:32][C:27]([F:26])=[CH:28][CH:29]=3)[CH:11]=[CH:10][CH:9]=5)[N:19]=2)[CH2:24][CH2:25]1. The catalyst class is: 257. (3) Reactant: C(O[CH:4](OCC)[CH2:5][N:6]=[C:7]=[NH:8])C.[F:12][C:13]([F:24])([F:23])[C:14]1[CH:15]=[C:16]([CH:20]=[CH:21][CH:22]=1)[C:17]([NH2:19])=[O:18].CS(O)(=O)=O. Product: [NH:19]1[CH:17]=[CH:16][N:8]=[C:7]1[NH:6][C:5]1[CH:4]=[C:13]([NH:19][C:17](=[O:18])[C:16]2[CH:20]=[CH:21][CH:22]=[C:14]([C:13]([F:23])([F:24])[F:12])[CH:15]=2)[CH:14]=[CH:22][C:21]=1[CH3:20]. The catalyst class is: 8. (4) Reactant: [Br:1][C:2]1[C:3]([O:11][CH3:12])=[C:4]([CH:7]=[C:8]([Br:10])[CH:9]=1)[CH2:5]O.Cl.[CH:14]([CH:27]1[C:32](=[O:33])[CH2:31][CH2:30][NH:29][CH2:28]1)([C:21]1[CH:26]=[CH:25][CH:24]=[CH:23][CH:22]=1)[C:15]1[CH:20]=[CH:19][CH:18]=[CH:17][CH:16]=1.C(N(C(C)C)CC)(C)C.C(=O)(O)[O-].[Na+]. Product: [CH:14]([CH:27]1[C:32](=[O:33])[CH2:31][CH2:30][N:29]([CH2:5][C:4]2[CH:7]=[C:8]([Br:10])[CH:9]=[C:2]([Br:1])[C:3]=2[O:11][CH3:12])[CH2:28]1)([C:21]1[CH:26]=[CH:25][CH:24]=[CH:23][CH:22]=1)[C:15]1[CH:16]=[CH:17][CH:18]=[CH:19][CH:20]=1. The catalyst class is: 4.